Dataset: Full USPTO retrosynthesis dataset with 1.9M reactions from patents (1976-2016). Task: Predict the reactants needed to synthesize the given product. (1) The reactants are: [NH2:1][C:2]1[CH:7]=[CH:6][C:5]([Br:8])=[CH:4][C:3]=1[C:9](=O)[C:10]([F:13])([F:12])[F:11].[F:15][C:16]([F:27])([F:26])[C:17](=O)[CH2:18][C:19]1[CH:24]=[CH:23][CH:22]=[CH:21][CH:20]=1.C(N(CCCC)CCCC)CCC. Given the product [Br:8][C:5]1[CH:4]=[C:3]2[C:2](=[CH:7][CH:6]=1)[N:1]=[C:17]([C:16]([F:26])([F:27])[F:15])[C:18]([C:19]1[CH:24]=[CH:23][CH:22]=[CH:21][CH:20]=1)=[C:9]2[C:10]([F:13])([F:12])[F:11], predict the reactants needed to synthesize it. (2) Given the product [CH2:1]([O:8][C:9]1[CH:10]=[CH:11][C:12]([Br:25])=[C:13]([N:15]([CH2:32][C:31]2[CH:34]=[CH:35][C:28]([O:27][CH3:26])=[CH:29][CH:30]=2)[C:16]([CH:18]2[CH2:19][N:20]([C:22]([O:24][C:2]([CH3:7])([CH3:3])[CH3:1])=[O:23])[CH2:21]2)=[O:17])[CH:14]=1)[C:2]1[CH:3]=[CH:4][CH:5]=[CH:6][CH:7]=1, predict the reactants needed to synthesize it. The reactants are: [CH2:1]([O:8][C:9]1[CH:10]=[CH:11][C:12]([Br:25])=[C:13]([NH:15][C:16]([CH:18]2[CH2:21][N:20]([C:22]([O-:24])=[O:23])[CH2:19]2)=[O:17])[CH:14]=1)[C:2]1[CH:7]=[CH:6][CH:5]=[CH:4][CH:3]=1.[CH3:26][O:27][C:28]1[CH:35]=[CH:34][C:31]([CH2:32]Cl)=[CH:30][CH:29]=1.C([O-])([O-])=O.[K+].[K+]. (3) Given the product [NH2:34][C:2]1[N:7]=[CH:6][C:5]([S:8]([N:11]2[CH2:16][CH2:15][N:14]([C:17]3[CH:22]=[CH:21][C:20]([C@@:23]([OH:29])([CH3:28])[C:24]([F:27])([F:26])[F:25])=[CH:19][CH:18]=3)[CH:13]([C:30]#[C:31][CH3:32])[CH2:12]2)(=[O:10])=[O:9])=[CH:4][CH:3]=1, predict the reactants needed to synthesize it. The reactants are: Cl[C:2]1[N:7]=[CH:6][C:5]([S:8]([N:11]2[CH2:16][CH2:15][N:14]([C:17]3[CH:22]=[CH:21][C:20]([C@@:23]([OH:29])([CH3:28])[C:24]([F:27])([F:26])[F:25])=[CH:19][CH:18]=3)[CH:13]([C:30]#[C:31][CH3:32])[CH2:12]2)(=[O:10])=[O:9])=[CH:4][CH:3]=1.[OH-].[NH4+:34].